From a dataset of Catalyst prediction with 721,799 reactions and 888 catalyst types from USPTO. Predict which catalyst facilitates the given reaction. (1) Reactant: [C:1]([O:5][C:6]([NH:8][C@@H:9]1[CH2:11][C@H:10]1[C:12]1[CH:20]=[CH:19][C:15]([C:16]([OH:18])=O)=[CH:14][CH:13]=1)=[O:7])([CH3:4])([CH3:3])[CH3:2].[NH:21]1[CH2:26][CH2:25][CH2:24][CH2:23][CH2:22]1.ON1C2C=CC=CC=2N=N1.Cl.C(N=C=NCCCN(C)C)C.Cl. Product: [N:21]1([C:16]([C:15]2[CH:14]=[CH:13][C:12]([C@@H:10]3[CH2:11][C@H:9]3[NH:8][C:6](=[O:7])[O:5][C:1]([CH3:2])([CH3:3])[CH3:4])=[CH:20][CH:19]=2)=[O:18])[CH2:26][CH2:25][CH2:24][CH2:23][CH2:22]1. The catalyst class is: 3. (2) Reactant: [C:1]1([C:7]2[CH:8]=[CH:9][C:10]([NH2:13])=[N:11][CH:12]=2)[CH:6]=[CH:5][CH:4]=[CH:3][CH:2]=1.C(N(CC)CC)C.[CH3:21][C:22]([CH3:27])([CH3:26])[C:23](Cl)=[O:24]. Product: [CH3:21][C:22]([CH3:27])([CH3:26])[C:23]([NH:13][C:10]1[CH:9]=[CH:8][C:7]([C:1]2[CH:2]=[CH:3][CH:4]=[CH:5][CH:6]=2)=[CH:12][N:11]=1)=[O:24]. The catalyst class is: 4. (3) Reactant: [I:1][C:2]1[C:10]2[C:9]([NH2:11])=[CH:8][CH:7]=[CH:6][C:5]=2[N:4]([CH2:12][C:13]2[S:17][C:16]([CH3:18])=[N:15][CH:14]=2)[N:3]=1.C[Si]([N-][Si](C)(C)C)(C)C.[Li+].[CH3:29][N:30]1[CH2:35][CH2:34][N:33]([CH2:36][CH2:37][O:38][C:39]2[CH:44]=[CH:43][N:42]3[C:45]([C:48](OCC)=[O:49])=[CH:46][N:47]=[C:41]3[CH:40]=2)[CH2:32][CH2:31]1.CO.C(Cl)Cl. Product: [I:1][C:2]1[C:10]2[C:5](=[CH:6][CH:7]=[CH:8][C:9]=2[NH:11][C:48]([C:45]2[N:42]3[CH:43]=[CH:44][C:39]([O:38][CH2:37][CH2:36][N:33]4[CH2:34][CH2:35][N:30]([CH3:29])[CH2:31][CH2:32]4)=[CH:40][C:41]3=[N:47][CH:46]=2)=[O:49])[N:4]([CH2:12][C:13]2[S:17][C:16]([CH3:18])=[N:15][CH:14]=2)[N:3]=1. The catalyst class is: 20. (4) Reactant: [H-].[Na+].[CH:3]([N:16]1[CH2:19][CH:18]([OH:20])[CH2:17]1)([C:10]1[CH:15]=[CH:14][CH:13]=[CH:12][CH:11]=1)[C:4]1[CH:9]=[CH:8][CH:7]=[CH:6][CH:5]=1.[H][H].[F:23][C:24]1[CH:29]=[CH:28][C:27](F)=[CH:26][CH:25]=1.C(=O)([O-])O.[Na+]. Product: [C:4]1([CH:3]([C:10]2[CH:15]=[CH:14][CH:13]=[CH:12][CH:11]=2)[N:16]2[CH2:19][CH:18]([O:20][C:27]3[CH:28]=[CH:29][C:24]([F:23])=[CH:25][CH:26]=3)[CH2:17]2)[CH:5]=[CH:6][CH:7]=[CH:8][CH:9]=1. The catalyst class is: 3. (5) Reactant: [CH2:1]([O:3][C:4]([C:6]1[CH:15]=[CH:14][C:13]2[C:8](=[CH:9][CH:10]=[C:11]([OH:16])[CH:12]=2)[N:7]=1)=[O:5])[CH3:2].C1(P(C2C=CC=CC=2)C2C=CC=CC=2)C=CC=CC=1.[N:36]1([CH2:42][CH2:43][CH2:44]O)[CH2:41][CH2:40][CH2:39][CH2:38][CH2:37]1. Product: [CH2:1]([O:3][C:4]([C:6]1[CH:15]=[CH:14][C:13]2[C:8](=[CH:9][CH:10]=[C:11]([O:16][CH2:44][CH2:43][CH2:42][N:36]3[CH2:41][CH2:40][CH2:39][CH2:38][CH2:37]3)[CH:12]=2)[N:7]=1)=[O:5])[CH3:2]. The catalyst class is: 247. (6) Reactant: C([O:5][C:6](=[O:36])[C:7]([CH3:35])([S:9][C:10]1[S:11][CH:12]=[C:13]([CH2:15][CH2:16][O:17][C:18]2[N:23]=[CH:22][C:21]([C:24]3[CH:29]=[CH:28][C:27]([O:30][C:31]([F:34])([F:33])[F:32])=[CH:26][CH:25]=3)=[CH:20][N:19]=2)[N:14]=1)[CH3:8])(C)(C)C.FC(F)(F)C(O)=O. Product: [CH3:35][C:7]([S:9][C:10]1[S:11][CH:12]=[C:13]([CH2:15][CH2:16][O:17][C:18]2[N:23]=[CH:22][C:21]([C:24]3[CH:25]=[CH:26][C:27]([O:30][C:31]([F:34])([F:32])[F:33])=[CH:28][CH:29]=3)=[CH:20][N:19]=2)[N:14]=1)([CH3:8])[C:6]([OH:36])=[O:5]. The catalyst class is: 4. (7) Reactant: Cl[C:2]1[C:11]2[C:6](=[C:7]([Br:12])[CH:8]=[CH:9][CH:10]=2)[N:5]=[C:4]([C:13]([F:22])([F:21])[C:14]2[CH:19]=[CH:18][C:17]([F:20])=[CH:16][N:15]=2)[N:3]=1.C(OC([N:30]1[C:34]([CH3:35])=[CH:33][C:32]([NH2:36])=[N:31]1)=O)(C)(C)C.CC(O)=O. Product: [Br:12][C:7]1[CH:8]=[CH:9][CH:10]=[C:11]2[C:6]=1[N:5]=[C:4]([C:13]([F:22])([F:21])[C:14]1[CH:19]=[CH:18][C:17]([F:20])=[CH:16][N:15]=1)[N:3]=[C:2]2[NH:36][C:32]1[CH:33]=[C:34]([CH3:35])[NH:30][N:31]=1. The catalyst class is: 44. (8) Reactant: [CH3:1][C:2]1[CH:19]=[CH:18][C:5]([CH2:6][C:7]2[S:11][C:10]([N:12]3[CH2:16][CH2:15][C@H:14]([NH2:17])[CH2:13]3)=[N:9][N:8]=2)=[CH:4][CH:3]=1.CCN(C(C)C)C(C)C.Cl[C:30]1[N:35]=[CH:34][N:33]=[C:32]2[N:36](C3CCCCO3)[N:37]=[CH:38][C:31]=12. Product: [CH3:1][C:2]1[CH:3]=[CH:4][C:5]([CH2:6][C:7]2[S:11][C:10]([N:12]3[CH2:16][CH2:15][C@H:14]([NH:17][C:30]4[N:35]=[CH:34][N:33]=[C:32]5[NH:36][N:37]=[CH:38][C:31]=45)[CH2:13]3)=[N:9][N:8]=2)=[CH:18][CH:19]=1. The catalyst class is: 51. (9) Reactant: O[Li].O.[CH2:4]([C:6]1[CH:7]=[C:8]([C:12]2[S:16][C:15]([C:17]([O:19]CC)=[O:18])=[CH:14][CH:13]=2)[N:9]=[N:10][CH:11]=1)[CH3:5]. Product: [CH2:4]([C:6]1[CH:7]=[C:8]([C:12]2[S:16][C:15]([C:17]([OH:19])=[O:18])=[CH:14][CH:13]=2)[N:9]=[N:10][CH:11]=1)[CH3:5]. The catalyst class is: 20. (10) Reactant: [NH2:1][C:2]1[CH:7]=[CH:6][C:5]([N:8]2[CH2:14][CH2:13][CH2:12][CH2:11][O:10][C:9]2=[O:15])=[C:4]([CH3:16])[CH:3]=1.[N+:17]([C:20](=[CH2:26])[CH2:21][C:22](OC)=[O:23])([O-:19])=[O:18].C(O)(C(F)(F)F)=O. Product: [CH3:16][C:4]1[CH:3]=[C:2]([N:1]2[CH2:26][CH:20]([N+:17]([O-:19])=[O:18])[CH2:21][C:22]2=[O:23])[CH:7]=[CH:6][C:5]=1[N:8]1[CH2:14][CH2:13][CH2:12][CH2:11][O:10][C:9]1=[O:15]. The catalyst class is: 3.